Dataset: Forward reaction prediction with 1.9M reactions from USPTO patents (1976-2016). Task: Predict the product of the given reaction. (1) Given the reactants [H-].[Na+].[F:3][C:4]([F:23])([F:22])[C:5]1[CH:10]=[CH:9][C:8]([C:11]2[CH:12]=[C:13]3[C:18](=[CH:19][CH:20]=2)[NH:17][C:16](=[O:21])[CH2:15][CH2:14]3)=[CH:7][CH:6]=1.Br[CH2:25][C:26]#[N:27], predict the reaction product. The product is: [O:21]=[C:16]1[CH2:15][CH2:14][C:13]2[C:18](=[CH:19][CH:20]=[C:11]([C:8]3[CH:7]=[CH:6][C:5]([C:4]([F:3])([F:22])[F:23])=[CH:10][CH:9]=3)[CH:12]=2)[N:17]1[CH2:25][C:26]#[N:27]. (2) Given the reactants [CH:1]1([O:6][C:7]2[CH:8]=[C:9]([CH:15]([N:20]3[C:28](=[O:29])[C:27]4[C:22](=[CH:23][CH:24]=[CH:25][C:26]=4[CH3:30])[C:21]3=[O:31])[CH2:16][C:17](O)=[O:18])[CH:10]=[CH:11][C:12]=2[O:13][CH3:14])[CH2:5][CH2:4][CH2:3][CH2:2]1.C(N1C=CN=C1)(N1C=CN=C1)=O.Cl.[NH2:45][OH:46], predict the reaction product. The product is: [CH:1]1([O:6][C:7]2[CH:8]=[C:9]([CH:15]([N:20]3[C:28](=[O:29])[C:27]4=[C:26]([CH3:30])[CH:25]=[CH:24][CH:23]=[C:22]4[C:21]3=[O:31])[CH2:16][C:17]([NH:45][OH:46])=[O:18])[CH:10]=[CH:11][C:12]=2[O:13][CH3:14])[CH2:5][CH2:4][CH2:3][CH2:2]1.